This data is from CYP2C19 inhibition data for predicting drug metabolism from PubChem BioAssay. The task is: Regression/Classification. Given a drug SMILES string, predict its absorption, distribution, metabolism, or excretion properties. Task type varies by dataset: regression for continuous measurements (e.g., permeability, clearance, half-life) or binary classification for categorical outcomes (e.g., BBB penetration, CYP inhibition). Dataset: cyp2c19_veith. (1) The drug is COc1ccc(NC(=O)CCNS(=O)(=O)c2ccc3c(c2)c(=O)n(C)c(=O)n3C)cc1. The result is 0 (non-inhibitor). (2) The compound is COc1cccc(Cn2c(=O)c(-c3cccs3)nc3cnc(Nc4cccc(OC)c4)nc32)c1. The result is 0 (non-inhibitor). (3) The compound is CC(=O)c1cc2c(cc1NC(=O)c1c(-c3ccccc3)noc1C)OCO2. The result is 1 (inhibitor). (4) The molecule is Cc1ccc(S(=O)(=O)N(C)c2cc(S(=O)(=O)N3CCC(C)CC3)c(C)cc2C)cc1. The result is 1 (inhibitor). (5) The compound is CN1C(=O)COc2c(C(=O)N[C@@H]3CN4CCC3CC4)cc(Cl)cc21. The result is 0 (non-inhibitor). (6) The result is 0 (non-inhibitor). The compound is CC(=O)N1CCC[C@@]2(CCN(Cc3nccs3)C2)C1.